Dataset: Full USPTO retrosynthesis dataset with 1.9M reactions from patents (1976-2016). Task: Predict the reactants needed to synthesize the given product. The reactants are: C([O:3][C:4](=[O:17])[C:5]([NH:7][C:8]1[CH:13]=[C:12]([O:14][CH3:15])[N:11]=[C:10]([Br:16])[CH:9]=1)=[O:6])C.[OH-].[Na+].O.Cl. Given the product [Br:16][C:10]1[CH:9]=[C:8]([NH:7][C:5](=[O:6])[C:4]([OH:17])=[O:3])[CH:13]=[C:12]([O:14][CH3:15])[N:11]=1, predict the reactants needed to synthesize it.